Dataset: Experimentally validated miRNA-target interactions with 360,000+ pairs, plus equal number of negative samples. Task: Binary Classification. Given a miRNA mature sequence and a target amino acid sequence, predict their likelihood of interaction. The miRNA is mmu-miR-467b-5p with sequence GUAAGUGCCUGCAUGUAUAUG. The protein sequence of the target gene is MRQGHAPEESEPGCEAPCAGPCHAQRVLQALNAYRRSGTLTDVVLRAGGRDFPCHRAALSAGSAYFRSLFAAGRPERGPAVVPVVPVAPEAPGTSPAGAAAALAVVLDYVYGAGVRLRAEDEAAAVLALAERLGVAGLREACVRFLEGRLRAANSLALRRVAAAFSLAPLAERCGRVLRQAFAEVARHADFLELAPDEVVALLADPALGVAREEAVFEAAMRWVRHDAPARRGQLRRLLEHVRLPLLAPAYFLEKVEADELLQACGECRPLLLEARACFILGREAGALRTRPRRFMDLAE.... Result: 0 (no interaction).